Predict the reactants needed to synthesize the given product. From a dataset of Retrosynthesis with 50K atom-mapped reactions and 10 reaction types from USPTO. (1) Given the product O=C(O)COc1ccc(SCc2ccc(OCc3ccc(Cl)cc3)cc2)c2c1CCC2, predict the reactants needed to synthesize it. The reactants are: COC(=O)COc1ccc(SCc2ccc(OCc3ccc(Cl)cc3)cc2)c2c1CCC2. (2) Given the product COc1ccc(Cl)cc1NC(C)=O, predict the reactants needed to synthesize it. The reactants are: CC(=O)OC(C)=O.COc1ccc(Cl)cc1N. (3) Given the product COc1cccc2c1CC(N(CCCCc1c[nH]c3ccc(F)cc13)C1CCC1)CO2, predict the reactants needed to synthesize it. The reactants are: COc1cccc2c1CC(NCCCCc1c[nH]c3ccc(F)cc13)CO2.O=C1CCC1. (4) Given the product Cn1cc(C2c3ccc(Cl)cc3C=Cc3sc(NCc4ccccc4)nc32)c(=O)[nH]c1=O, predict the reactants needed to synthesize it. The reactants are: Cn1cc(C2c3ccc(Cl)cc3C=Cc3sc(Cl)nc32)c(=O)[nH]c1=O.NCc1ccccc1.